From a dataset of Catalyst prediction with 721,799 reactions and 888 catalyst types from USPTO. Predict which catalyst facilitates the given reaction. (1) Reactant: [OH:1][C:2]1[CH:15]=[CH:14][C:5]([CH2:6][CH:7]2[CH2:11][O:10][C:9](=[O:12])[N:8]2[CH3:13])=[CH:4][CH:3]=1.C(=O)([O-])[O-].[K+].[K+].F[C:23]1[CH:28]=[CH:27][C:26]([N+:29]([O-:31])=[O:30])=[CH:25][CH:24]=1. Product: [CH3:13][N:8]1[CH:7]([CH2:6][C:5]2[CH:14]=[CH:15][C:2]([O:1][C:23]3[CH:28]=[CH:27][C:26]([N+:29]([O-:31])=[O:30])=[CH:25][CH:24]=3)=[CH:3][CH:4]=2)[CH2:11][O:10][C:9]1=[O:12]. The catalyst class is: 9. (2) Reactant: [Cl:1][C:2]1[CH:7]=[CH:6][C:5]([O:8][C:9]2[CH:14]=[CH:13][C:12]([CH2:15][CH2:16][C:17]3[NH:18][CH:19]=[C:20]([CH2:24][C:25]4[CH:26]=[N:27][CH:28]=[N:29][CH:30]=4)[C:21](=[O:23])[N:22]=3)=[CH:11][CH:10]=2)=[CH:4][C:3]=1[C:31]([F:34])([F:33])[F:32].[CH3:35]CN(C(C)C)C(C)C.CI. Product: [Cl:1][C:2]1[CH:7]=[CH:6][C:5]([O:8][C:9]2[CH:14]=[CH:13][C:12]([CH2:15][CH2:16][C:17]3[N:18]([CH3:35])[CH:19]=[C:20]([CH2:24][C:25]4[CH:30]=[N:29][CH:28]=[N:27][CH:26]=4)[C:21](=[O:23])[N:22]=3)=[CH:11][CH:10]=2)=[CH:4][C:3]=1[C:31]([F:34])([F:32])[F:33]. The catalyst class is: 68. (3) Reactant: [C:1]([C:5]1[CH:9]=[C:8]([NH:10][C:11]([NH:13][C@@H:14]2[C:23]3[C:18](=[CH:19][CH:20]=[CH:21][CH:22]=3)[C@H:17]([O:24][C:25]3[CH:26]=[CH:27][C:28]4[N:29]([C:31]([N:34]5[C@H:39]([CH3:40])[CH2:38][CH2:37][CH2:36][C@@H:35]5[CH3:41])=[N:32][N:33]=4)[CH:30]=3)[CH2:16][CH2:15]2)=[O:12])[N:7]([C:42]2[CH:43]=[N:44][N:45]([CH2:47][CH2:48]OS(C)(=O)=O)[CH:46]=2)[N:6]=1)([CH3:4])([CH3:3])[CH3:2].[CH3:54][NH:55][CH3:56]. Product: [C:1]([C:5]1[CH:9]=[C:8]([NH:10][C:11]([NH:13][C@@H:14]2[C:23]3[C:18](=[CH:19][CH:20]=[CH:21][CH:22]=3)[C@H:17]([O:24][C:25]3[CH:26]=[CH:27][C:28]4[N:29]([C:31]([N:34]5[C@H:39]([CH3:40])[CH2:38][CH2:37][CH2:36][C@@H:35]5[CH3:41])=[N:32][N:33]=4)[CH:30]=3)[CH2:16][CH2:15]2)=[O:12])[N:7]([C:42]2[CH:43]=[N:44][N:45]([CH2:47][CH2:48][N:55]([CH3:56])[CH3:54])[CH:46]=2)[N:6]=1)([CH3:3])([CH3:2])[CH3:4]. The catalyst class is: 1. (4) Product: [CH3:1][N:2]1[CH:6]=[C:5]([C:7]2[CH:8]=[CH:9][C:10]([CH:13]3[CH2:14][CH2:15][NH:16][CH2:17][CH2:18]3)=[CH:11][CH:12]=2)[CH:4]=[N:3]1. Reactant: [CH3:1][N:2]1[CH:6]=[C:5]([C:7]2[CH:12]=[CH:11][C:10]([C:13]3[CH2:14][CH2:15][NH:16][CH2:17][CH:18]=3)=[CH:9][CH:8]=2)[CH:4]=[N:3]1. The catalyst class is: 19. (5) Reactant: Cl[C:2]1[N:7]=[C:6]([NH2:8])[CH:5]=[C:4]([C:9]2[CH:14]=[C:13]([Cl:15])[CH:12]=[CH:11][C:10]=2[O:16][CH3:17])[N:3]=1.[Cl:18][C:19]1[CH:25]=[CH:24][C:22]([NH2:23])=[CH:21][CH:20]=1. Product: [Cl:15][C:13]1[CH:12]=[CH:11][C:10]([O:16][CH3:17])=[C:9]([C:4]2[N:3]=[C:2]([NH:23][C:22]3[CH:24]=[CH:25][C:19]([Cl:18])=[CH:20][CH:21]=3)[N:7]=[C:6]([NH2:8])[CH:5]=2)[CH:14]=1. The catalyst class is: 8. (6) Reactant: [Br-].P([C:6]1[CH:7]=[C:8]2[C:12](=[CH:13][CH:14]=1)[N+:11](CC)=[C:10]([CH3:17])[C:9]2([CH3:19])[CH3:18])(O)(O)=O.CC(C(=O)C)C[CH2:23][CH2:24][CH2:25][CH2:26][C:27]([OH:29])=[O:28].CC(C(C)=O)C(OCC)=O.[Br:43]CCCCCC(OCC)=O. Product: [Br:43][C:6]1[CH:7]=[C:8]2[C:12](=[CH:13][CH:14]=1)[N:11]=[C:10]([CH3:17])[C:9]2([CH2:18][CH2:23][CH2:24][CH2:25][CH2:26][C:27]([OH:29])=[O:28])[CH3:19]. The catalyst class is: 15.